Dataset: Reaction yield outcomes from USPTO patents with 853,638 reactions. Task: Predict the reaction yield, written as a fraction of the theoretical maximum amount of product (1.0 means a 100% yield; for example, 0.34 means a 34% yield). The yield is 0.390. The reactants are [ClH:1].C([N:9]1[CH2:14][CH2:13][CH:12]=[C:11]([C:15]2[CH:30]=[CH:29][C:18]([O:19][C:20]3[CH:28]=[CH:27][C:23]([C:24]([NH2:26])=[O:25])=[CH:22][N:21]=3)=[CH:17][CH:16]=2)[CH2:10]1)C1C=CC=CC=1. The product is [ClH:1].[NH:9]1[CH2:14][CH2:13][CH2:12][CH:11]([C:15]2[CH:16]=[CH:17][C:18]([O:19][C:20]3[CH:28]=[CH:27][C:23]([C:24]([NH2:26])=[O:25])=[CH:22][N:21]=3)=[CH:29][CH:30]=2)[CH2:10]1. The catalyst is [Pd].CO.